From a dataset of HIV replication inhibition screening data with 41,000+ compounds from the AIDS Antiviral Screen. Binary Classification. Given a drug SMILES string, predict its activity (active/inactive) in a high-throughput screening assay against a specified biological target. (1) The molecule is O=S(=O)(O)C(O)C(F)(F)C(F)(F)C(F)(F)C(F)(F)C(O)S(=O)(=O)O.[NaH]. The result is 0 (inactive). (2) The result is 0 (inactive). The drug is CCCCc1ccc(Nc2nc(O)c3ncn(COCCO)c3n2)cc1. (3) The compound is COc1ccc2c(c1Oc1ccccc1)C13CCN(C)C(C2)C12C=CC(CC2C(C)(C)O)C3. The result is 0 (inactive). (4) The compound is CC(NC(=O)CNC(=O)C(N)CO)C(=O)NC(CCC(N)=O)C(=O)NC(CCC(=O)O)C(=O)NC(C)C(=O)NC(CCC(=O)O)C(=O)NC(CCCCN)C(=O)NC(CCC(N)=O)C(=O)NC(CCCNC(=N)N)C(=O)NC(C(=O)NC(CC(N)=O)C(=O)NC(C)C(=O)NC(Cc1cnc[nH]1)C(=O)NC(CO)C(=O)O)C(C)O. The result is 0 (inactive). (5) The drug is Cc1csc2c(=O)n(COCc3ccccc3)c(=O)[nH]c12. The result is 0 (inactive).